This data is from Forward reaction prediction with 1.9M reactions from USPTO patents (1976-2016). The task is: Predict the product of the given reaction. (1) Given the reactants [H-].[Na+].[Cl:3][C:4]1[CH:9]=[CH:8][N:7]=[C:6]([C:10]([O:12]CC)=O)[CH:5]=1.[CH3:15][C:16]([CH3:18])=[O:17].[ClH:19], predict the reaction product. The product is: [Cl:19][C:4]1[CH:9]=[CH:8][N:7]=[C:6]([C:10](=[O:12])[CH2:15][C:16](=[O:17])[CH2:18][C:10]([C:6]2[CH:5]=[C:4]([Cl:3])[CH:9]=[CH:8][N:7]=2)=[O:12])[CH:5]=1. (2) Given the reactants [C:1]([O:5][C:6]([N:8]1[CH2:13][CH2:12][CH:11]([C:14]2[CH:19]=[C:18]([F:20])[CH:17]=[CH:16][C:15]=2[OH:21])[CH2:10][CH2:9]1)=[O:7])([CH3:4])([CH3:3])[CH3:2].[H-].[Na+].C1C=CC(N([S:31]([C:34]([F:37])([F:36])[F:35])(=[O:33])=[O:32])[S:31]([C:34]([F:37])([F:36])[F:35])(=[O:33])=[O:32])=CC=1.C(OCC)(=O)C, predict the reaction product. The product is: [C:1]([O:5][C:6]([N:8]1[CH2:9][CH2:10][CH:11]([C:14]2[CH:19]=[C:18]([F:20])[CH:17]=[CH:16][C:15]=2[O:21][S:31]([C:34]([F:37])([F:36])[F:35])(=[O:33])=[O:32])[CH2:12][CH2:13]1)=[O:7])([CH3:4])([CH3:2])[CH3:3]. (3) Given the reactants CC(C)COC(=O)N[CH2:7][C:8]1[CH:13]=[CH:12][CH:11]=[C:10]([C:14]2[N:19]=[C:18]3[N:20]([CH3:29])[C:21](=[O:28])[N:22]([CH2:23][C:24]([CH3:27])([CH3:26])[CH3:25])[C:17]3=[CH:16][CH:15]=2)[CH:9]=1.[H-].[Na+].CI.[CH3:36][OH:37], predict the reaction product. The product is: [CH3:7][CH:8]([CH3:9])[CH2:36][O:37][C:21](=[O:28])[NH:20][CH2:18][CH2:7][C:8]1[CH:13]=[CH:12][CH:11]=[C:10]([C:14]2[N:19]=[C:18]3[N:20]([CH3:29])[C:21](=[O:28])[N:22]([CH2:23][C:24]([CH3:27])([CH3:26])[CH3:25])[C:17]3=[CH:16][CH:15]=2)[CH:9]=1.